From a dataset of Full USPTO retrosynthesis dataset with 1.9M reactions from patents (1976-2016). Predict the reactants needed to synthesize the given product. Given the product [O:17]=[C:8]1[C:7]([C:1]2[CH:2]=[CH:3][CH:4]=[CH:5][CH:6]=2)=[N:11][C:10]2([CH2:16][CH2:15][CH2:14][CH2:13][CH2:12]2)[N:9]1[CH2:19][C:20]([O:22][CH2:23][CH3:24])=[O:21], predict the reactants needed to synthesize it. The reactants are: [C:1]1([C:7]2[C:8](=[O:17])[NH:9][C:10]3([CH2:16][CH2:15][CH2:14][CH2:13][CH2:12]3)[N:11]=2)[CH:6]=[CH:5][CH:4]=[CH:3][CH:2]=1.Br[CH2:19][C:20]([O:22][CH2:23][CH3:24])=[O:21].C(=O)([O-])[O-].[K+].[K+].O.